The task is: Predict the reactants needed to synthesize the given product.. This data is from Full USPTO retrosynthesis dataset with 1.9M reactions from patents (1976-2016). Given the product [Br:1][C:2]1[CH:7]=[CH:6][C:5]([C@:8]2([C:27]([F:28])([F:29])[F:30])[C:18]#[C:17][CH2:16][S:15](=[O:39])[CH2:14][C@@H:13]([C:19]#[N:20])[NH:12][C:11](=[O:21])[C@H:10]([CH2:22][C:23]([F:26])([CH3:25])[CH3:24])[NH:9]2)=[CH:4][CH:3]=1, predict the reactants needed to synthesize it. The reactants are: [Br:1][C:2]1[CH:7]=[CH:6][C:5]([C@:8]2([C:27]([F:30])([F:29])[F:28])[C:18]#[C:17][CH2:16][S:15][CH2:14][C@@H:13]([C:19]#[N:20])[NH:12][C:11](=[O:21])[C@H:10]([CH2:22][C:23]([F:26])([CH3:25])[CH3:24])[NH:9]2)=[CH:4][CH:3]=1.C1C=C(Cl)C=C(C(OO)=[O:39])C=1.